From a dataset of Catalyst prediction with 721,799 reactions and 888 catalyst types from USPTO. Predict which catalyst facilitates the given reaction. (1) Reactant: O.[OH-].[Li+].[C:4]1(/[C:10](=[N:17]/[O:18][CH2:19][C:20]2[CH:25]=[CH:24][C:23]([O:26][CH2:27][C:28]3[CH:37]=[CH:36][C:35]4[C:30](=[CH:31][CH:32]=[CH:33][CH:34]=4)[N:29]=3)=[CH:22][CH:21]=2)/[CH2:11][CH2:12][C:13]([O:15]C)=[O:14])[CH:9]=[CH:8][CH:7]=[CH:6][CH:5]=1.O.Cl. Product: [C:4]1(/[C:10](=[N:17]/[O:18][CH2:19][C:20]2[CH:25]=[CH:24][C:23]([O:26][CH2:27][C:28]3[CH:37]=[CH:36][C:35]4[C:30](=[CH:31][CH:32]=[CH:33][CH:34]=4)[N:29]=3)=[CH:22][CH:21]=2)/[CH2:11][CH2:12][C:13]([OH:15])=[O:14])[CH:5]=[CH:6][CH:7]=[CH:8][CH:9]=1. The catalyst class is: 83. (2) Product: [F:1][C:2]1[CH:31]=[CH:30][C:5]([CH2:6][O:7][C:8]2[CH:13]=[CH:12][N:11]([C:14]3[CH:15]=[CH:16][C:17]4[N:21]=[C:20]([CH:22]5[CH2:25][CH:24]([OH:26])[CH2:23]5)[N:19]([CH3:27])[C:18]=4[CH:28]=3)[C:10](=[O:29])[CH:9]=2)=[CH:4][CH:3]=1. Reactant: [F:1][C:2]1[CH:31]=[CH:30][C:5]([CH2:6][O:7][C:8]2[CH:13]=[CH:12][N:11]([C:14]3[CH:15]=[CH:16][C:17]4[N:21]=[C:20]([CH:22]5[CH2:25][C:24](=[O:26])[CH2:23]5)[N:19]([CH3:27])[C:18]=4[CH:28]=3)[C:10](=[O:29])[CH:9]=2)=[CH:4][CH:3]=1.[BH4-].[Na+]. The catalyst class is: 36.